Task: Predict the product of the given reaction.. Dataset: Forward reaction prediction with 1.9M reactions from USPTO patents (1976-2016) (1) Given the reactants C([O:8][C:9]1[C:14](=[O:15])[N:13]=[C:12]([CH2:16][C:17]2([C:22]3[CH:27]=[CH:26][C:25]([Cl:28])=[CH:24][CH:23]=3)[CH2:21][CH2:20][CH2:19][CH2:18]2)[N:11]2[CH2:29][CH2:30][N:31]([CH:34]3[CH2:36][CH2:35]3)[C:32](=[O:33])[C:10]=12)C1C=CC=CC=1.OS(O)(=O)=O, predict the reaction product. The product is: [Cl:28][C:25]1[CH:26]=[CH:27][C:22]([C:17]2([CH2:16][C:12]3[N:11]4[CH2:29][CH2:30][N:31]([CH:34]5[CH2:35][CH2:36]5)[C:32](=[O:33])[C:10]4=[C:9]([OH:8])[C:14](=[O:15])[N:13]=3)[CH2:21][CH2:20][CH2:19][CH2:18]2)=[CH:23][CH:24]=1. (2) The product is: [C:2]([CH2:4][NH:5][C:6]([C@@H:8]1[CH2:12][C@@H:11]([S:13]([C:16]2[CH:21]=[CH:20][CH:19]=[CH:18][C:17]=2[C:22]([F:25])([F:23])[F:24])(=[O:15])=[O:14])[CH2:10][N:9]1[C:31](=[O:32])[C:30]1[CH:34]=[CH:35][C:27]([F:26])=[CH:28][CH:29]=1)=[O:7])#[N:3]. Given the reactants Cl.[C:2]([CH2:4][NH:5][C:6]([C@@H:8]1[CH2:12][C@@H:11]([S:13]([C:16]2[CH:21]=[CH:20][CH:19]=[CH:18][C:17]=2[C:22]([F:25])([F:24])[F:23])(=[O:15])=[O:14])[CH2:10][NH:9]1)=[O:7])#[N:3].[F:26][C:27]1[CH:35]=[CH:34][C:30]([C:31](O)=[O:32])=[CH:29][CH:28]=1, predict the reaction product. (3) Given the reactants [CH3:1][N:2]1[C:10](=[O:11])[C:9]2[C:4](=[CH:5][CH:6]=[CH:7][CH:8]=2)[CH:3]1[C:12]([O:14][CH2:15][CH3:16])=[O:13].[CH2:17]=[O:18].C1CCN2C(=NCCC2)CC1, predict the reaction product. The product is: [OH:18][CH2:17][C:3]1([C:12]([O:14][CH2:15][CH3:16])=[O:13])[C:4]2[C:9](=[CH:8][CH:7]=[CH:6][CH:5]=2)[C:10](=[O:11])[N:2]1[CH3:1]. (4) Given the reactants [CH:1]1[C:10]2[C:5](=[CH:6][CH:7]=[CH:8][CH:9]=2)[CH:4]=[CH:3][C:2]=1[O:11][CH2:12][CH:13]1[CH2:15][O:14]1.[CH3:16][O:17][C:18]1[CH:23]=[CH:22][CH:21]=[CH:20][C:19]=1[N:24]1[CH2:29][CH2:28][NH:27][CH2:26][CH2:25]1, predict the reaction product. The product is: [CH3:16][O:17][C:18]1[CH:23]=[CH:22][CH:21]=[CH:20][C:19]=1[N:24]1[CH2:29][CH2:28][N:27]([CH2:15][CH:13]([OH:14])[CH2:12][O:11][C:2]2[CH:3]=[CH:4][C:5]3[C:10](=[CH:9][CH:8]=[CH:7][CH:6]=3)[CH:1]=2)[CH2:26][CH2:25]1.